From a dataset of Forward reaction prediction with 1.9M reactions from USPTO patents (1976-2016). Predict the product of the given reaction. (1) Given the reactants [NH2:1][C@@H:2]1[CH2:6][C@@H:5]([NH:7][C:8]([C:10]2[C:14]3[N:15]=[CH:16][N:17]=[C:18]([C:19]4[CH:24]=[C:23]([CH:25]([F:27])[F:26])[CH:22]=[CH:21][C:20]=4[O:28][CH2:29][CH:30]4[CH2:32][CH2:31]4)[C:13]=3[NH:12][C:11]=2[CH3:33])=[O:9])[C@H:4]([CH3:34])[CH2:3]1.[C:35](Cl)(=[O:37])[CH3:36], predict the reaction product. The product is: [C:35]([NH:1][C@@H:2]1[CH2:6][C@@H:5]([NH:7][C:8]([C:10]2[C:14]3[N:15]=[CH:16][N:17]=[C:18]([C:19]4[CH:24]=[C:23]([CH:25]([F:27])[F:26])[CH:22]=[CH:21][C:20]=4[O:28][CH2:29][CH:30]4[CH2:32][CH2:31]4)[C:13]=3[NH:12][C:11]=2[CH3:33])=[O:9])[C@H:4]([CH3:34])[CH2:3]1)(=[O:37])[CH3:36]. (2) Given the reactants ClC1N=CN=C2C=1N=CN2[C@H]1[C@@H]2[O:16]C(C)(C)O[C@@H]2[C@@H](CO)C1.C(NS(=O)=O)(OC(C)(C)C)=O.[C:34]1([P:40]([C:47]2[CH:52]=[CH:51][CH:50]=[CH:49][CH:48]=2)[C:41]2[CH:46]=[CH:45][CH:44]=[CH:43][CH:42]=2)[CH:39]=[CH:38][CH:37]=[CH:36][CH:35]=1.N(C(OC(C)C)=O)=NC(OC(C)C)=O, predict the reaction product. The product is: [C:47]1([P:40](=[O:16])([C:34]2[CH:35]=[CH:36][CH:37]=[CH:38][CH:39]=2)[C:41]2[CH:46]=[CH:45][CH:44]=[CH:43][CH:42]=2)[CH:48]=[CH:49][CH:50]=[CH:51][CH:52]=1. (3) Given the reactants [CH:1]1([C:4]2[N:8]([C:9]([O:11][C:12]([CH3:15])([CH3:14])[CH3:13])=[O:10])[C:7]3[CH:16]=[C:17]([C:22]4[C:23]([CH3:28])=[N:24][O:25][C:26]=4[CH3:27])[CH:18]=[C:19]([CH:20]=[O:21])[C:6]=3[N:5]=2)[CH2:3][CH2:2]1.C(B([CH2:34][CH3:35])CC)C.[C:36]([O:40]O)(C)(C)C, predict the reaction product. The product is: [CH:1]1([C:4]2[N:8]([C:9]([O:11][C:12]([CH3:15])([CH3:14])[CH3:13])=[O:10])[C:7]3[CH:16]=[C:17]([C:22]4[C:23]([CH3:28])=[N:24][O:25][C:26]=4[CH3:27])[CH:18]=[C:19]([CH:20]([OH:21])[CH:35]4[CH2:34][CH2:36][O:40]4)[C:6]=3[N:5]=2)[CH2:2][CH2:3]1. (4) Given the reactants FC(F)(F)C(O)=O.[Cl:8][C:9]1[C:10]([C:18]([NH2:20])=[O:19])=[C:11]2[CH2:16][NH:15][CH2:14][CH2:13][N:12]2[CH:17]=1.C(N(CC)CC)C.[N:28]1[CH:33]=[CH:32][CH:31]=[CH:30][C:29]=1[C:34]1[S:38][C:37]([S:39](Cl)(=[O:41])=[O:40])=[CH:36][CH:35]=1, predict the reaction product. The product is: [Cl:8][C:9]1[C:10]([C:18]([NH2:20])=[O:19])=[C:11]2[CH2:16][N:15]([S:39]([C:37]3[S:38][C:34]([C:29]4[CH:30]=[CH:31][CH:32]=[CH:33][N:28]=4)=[CH:35][CH:36]=3)(=[O:40])=[O:41])[CH2:14][CH2:13][N:12]2[CH:17]=1.